The task is: Regression. Given two drug SMILES strings and cell line genomic features, predict the synergy score measuring deviation from expected non-interaction effect.. This data is from NCI-60 drug combinations with 297,098 pairs across 59 cell lines. (1) Drug 2: C1=NNC2=C1C(=O)NC=N2. Drug 1: CC1=C2C(C(=O)C3(C(CC4C(C3C(C(C2(C)C)(CC1OC(=O)C(C(C5=CC=CC=C5)NC(=O)C6=CC=CC=C6)O)O)OC(=O)C7=CC=CC=C7)(CO4)OC(=O)C)O)C)OC(=O)C. Cell line: T-47D. Synergy scores: CSS=39.0, Synergy_ZIP=0.143, Synergy_Bliss=-1.37, Synergy_Loewe=-57.9, Synergy_HSA=-1.90. (2) Drug 2: C1C(C(OC1N2C=NC(=NC2=O)N)CO)O. Synergy scores: CSS=12.8, Synergy_ZIP=-5.26, Synergy_Bliss=-0.0512, Synergy_Loewe=-5.62, Synergy_HSA=0.336. Drug 1: CC1=CC2C(CCC3(C2CCC3(C(=O)C)OC(=O)C)C)C4(C1=CC(=O)CC4)C. Cell line: OVCAR-4. (3) Drug 1: CC12CCC3C(C1CCC2NC(=O)OCC(F)(F)F)CCC4C3(C=CC(=O)N4C)C. Drug 2: C1CC2CC3=C(CC1C24CN(S(=O)(=O)N4)CC(F)(F)F)C=CC(=C3)C=CCN5CCC(CC5)C(F)(F)F. Cell line: SW-620. Synergy scores: CSS=0.219, Synergy_ZIP=-0.408, Synergy_Bliss=-1.56, Synergy_Loewe=-1.90, Synergy_HSA=-1.27. (4) Drug 1: CCC1=CC2CC(C3=C(CN(C2)C1)C4=CC=CC=C4N3)(C5=C(C=C6C(=C5)C78CCN9C7C(C=CC9)(C(C(C8N6C)(C(=O)OC)O)OC(=O)C)CC)OC)C(=O)OC.C(C(C(=O)O)O)(C(=O)O)O. Drug 2: CN(C)N=NC1=C(NC=N1)C(=O)N. Cell line: A549. Synergy scores: CSS=37.1, Synergy_ZIP=-0.210, Synergy_Bliss=-0.864, Synergy_Loewe=-30.4, Synergy_HSA=-1.15. (5) Drug 1: C1=C(C(=O)NC(=O)N1)F. Drug 2: CC(C)CN1C=NC2=C1C3=CC=CC=C3N=C2N. Cell line: HCT-15. Synergy scores: CSS=39.7, Synergy_ZIP=-0.817, Synergy_Bliss=-4.13, Synergy_Loewe=-5.53, Synergy_HSA=-4.44. (6) Drug 1: COC1=C(C=C2C(=C1)N=CN=C2NC3=CC(=C(C=C3)F)Cl)OCCCN4CCOCC4. Drug 2: CCCS(=O)(=O)NC1=C(C(=C(C=C1)F)C(=O)C2=CNC3=C2C=C(C=N3)C4=CC=C(C=C4)Cl)F. Cell line: SW-620. Synergy scores: CSS=-1.09, Synergy_ZIP=7.61, Synergy_Bliss=12.2, Synergy_Loewe=-6.56, Synergy_HSA=-5.90.